The task is: Predict the product of the given reaction.. This data is from Forward reaction prediction with 1.9M reactions from USPTO patents (1976-2016). (1) The product is: [C:1]([N:4]1[CH2:5][CH2:6][N:7]([C:10]2[CH:11]=[CH:12][C:13]([NH:16][C:17]3[N:22]=[C:21]([NH:23][CH2:24][CH:25]4[CH2:30][CH2:29][N:28]([S:42]([CH3:41])(=[O:44])=[O:43])[CH2:27][CH2:26]4)[C:20]([C:31]([NH2:33])=[O:32])=[CH:19][N:18]=3)=[CH:14][CH:15]=2)[CH2:8][CH2:9]1)(=[O:3])[CH3:2]. Given the reactants [C:1]([N:4]1[CH2:9][CH2:8][N:7]([C:10]2[CH:15]=[CH:14][C:13]([NH:16][C:17]3[N:22]=[C:21]([NH:23][CH2:24][CH:25]4[CH2:30][CH2:29][NH:28][CH2:27][CH2:26]4)[C:20]([C:31]([NH2:33])=[O:32])=[CH:19][N:18]=3)=[CH:12][CH:11]=2)[CH2:6][CH2:5]1)(=[O:3])[CH3:2].C(N(CC)CC)C.[CH3:41][S:42](Cl)(=[O:44])=[O:43], predict the reaction product. (2) Given the reactants [Cl:1][C:2]1[CH:3]=[C:4]([NH2:11])[C:5](=[CH:9][CH:10]=1)C(O)=O.[CH:12]([O-])([O-])OC.[CH3:17][OH:18].[NH3:19], predict the reaction product. The product is: [Cl:1][C:2]1[CH:3]=[C:4]2[C:5]([C:17](=[O:18])[NH:19][CH:12]=[N:11]2)=[CH:9][CH:10]=1. (3) Given the reactants C1C2C(=NC3C(N=2)=CC=CC=3)C=CC=1.CN1C2=CC=CC(=[O:30])C2=NC2C=CC=CC1=2.C1C=C2NC3C([N]C2=CC=1)=CC=CC=3C(N)=O.[C:48]1([C:62](N)=[O:63])[C:61]2[C:52](=[N:53][C:54]3[C:59]([N:60]=2)=[CH:58][CH:57]=[CH:56][CH:55]=3)[CH:51]=[CH:50][CH:49]=1, predict the reaction product. The product is: [C:48]1([C:62]([OH:63])=[O:30])[C:61]2[C:52](=[N:53][C:54]3[C:59]([N:60]=2)=[CH:58][CH:57]=[CH:56][CH:55]=3)[CH:51]=[CH:50][CH:49]=1. (4) Given the reactants [N:1]1[C:10]2[C:5](=[CH:6][CH:7]=[CH:8][CH:9]=2)[CH:4]=[CH:3][C:2]=1[CH2:11][O:12][C:13]1[CH:18]=[CH:17][C:16]([CH2:19][C:20]([OH:22])=[O:21])=[CH:15][CH:14]=1.CCN(CC)CC.Br[CH2:31][C:32]([C:34]1[CH:39]=[CH:38][C:37]([O:40][CH3:41])=[C:36]([Cl:42])[CH:35]=1)=[O:33], predict the reaction product. The product is: [N:1]1[C:10]2[C:5](=[CH:6][CH:7]=[CH:8][CH:9]=2)[CH:4]=[CH:3][C:2]=1[CH2:11][O:12][C:13]1[CH:14]=[CH:15][C:16]([CH2:19][C:20]([O:22][CH2:31][C:32]([C:34]2[CH:39]=[CH:38][C:37]([O:40][CH3:41])=[C:36]([Cl:42])[CH:35]=2)=[O:33])=[O:21])=[CH:17][CH:18]=1. (5) The product is: [CH3:1][O:2][C:3](=[O:4])[C:5]1[CH:10]=[CH:9][C:8]([C:15]2[CH:16]=[C:17]([C:25]#[N:26])[C:18]3[C:23](=[CH:22][CH:21]=[CH:20][CH:19]=3)[CH:24]=2)=[CH:7][CH:6]=1. Given the reactants [CH3:1][O:2][C:3]([C:5]1[CH:10]=[CH:9][C:8](B(O)O)=[CH:7][CH:6]=1)=[O:4].Br[C:15]1[CH:16]=[C:17]([C:25]#[N:26])[C:18]2[C:23]([CH:24]=1)=[CH:22][CH:21]=[CH:20][CH:19]=2.C(=O)([O-])[O-].[Cs+].[Cs+].CN(C)C=O, predict the reaction product. (6) Given the reactants Br[C:2]1[S:3][CH:4]=[C:5]([C:7]([O:9][CH3:10])=[O:8])[N:6]=1.[NH:11]1[CH2:16][CH2:15][O:14][CH2:13][CH2:12]1, predict the reaction product. The product is: [O:14]1[CH2:15][CH2:16][N:11]([C:2]2[S:3][CH:4]=[C:5]([C:7]([O:9][CH3:10])=[O:8])[N:6]=2)[CH2:12][CH2:13]1. (7) Given the reactants [F:1][C:2]1[CH:3]=[C:4]([NH:10][N:11]=[C:12]([C:15]#[N:16])[C:13]#[N:14])[CH:5]=[CH:6][C:7]=1OC.F[C:18]1C=C(C=CC=1N)OC.C(#N)CC#N.[OH2:32].[NH2:33][NH2:34], predict the reaction product. The product is: [NH2:14][C:13]1[C:12](=[N:11][NH:10][C:4]2[CH:5]=[CH:6][C:7]([O:32][CH3:18])=[C:2]([F:1])[CH:3]=2)[C:15]([NH2:16])=[N:34][N:33]=1.